From a dataset of Peptide-MHC class I binding affinity with 185,985 pairs from IEDB/IMGT. Regression. Given a peptide amino acid sequence and an MHC pseudo amino acid sequence, predict their binding affinity value. This is MHC class I binding data. (1) The peptide sequence is LVESVAGSC. The MHC is HLA-A02:03 with pseudo-sequence HLA-A02:03. The binding affinity (normalized) is 0.0858. (2) The MHC is HLA-B15:17 with pseudo-sequence HLA-B15:17. The binding affinity (normalized) is 0.587. The peptide sequence is ETIEILRNY.